From a dataset of Forward reaction prediction with 1.9M reactions from USPTO patents (1976-2016). Predict the product of the given reaction. (1) Given the reactants [CH2:1]([O:3][C:4]([C:6]1([N:19]([C:24]2[CH:29]=[CH:28][CH:27]=[C:26]([Br:30])[CH:25]=2)[C:20](=[O:23])[CH2:21][CH3:22])[CH2:11][CH2:10][N:9]([CH2:12][C:13]2[CH:18]=[CH:17][CH:16]=[CH:15][CH:14]=2)[CH2:8][CH2:7]1)=[O:5])[CH3:2].BrC1C=C(C=CC=1)N.[C:39]([OH:46])(=[O:45])/[CH:40]=[CH:41]\[C:42]([OH:44])=[O:43], predict the reaction product. The product is: [C:39]([OH:46])(=[O:45])/[CH:40]=[CH:41]\[C:42]([OH:44])=[O:43].[CH2:1]([O:3][C:4]([C:6]1([N:19]([C:24]2[CH:29]=[CH:28][CH:27]=[C:26]([Br:30])[CH:25]=2)[C:20](=[O:23])[CH2:21][CH3:22])[CH2:7][CH2:8][N:9]([CH2:12][C:13]2[CH:18]=[CH:17][CH:16]=[CH:15][CH:14]=2)[CH2:10][CH2:11]1)=[O:5])[CH3:2]. (2) Given the reactants [Br:1][C:2]1[C:3]2[C:4]([C:17]3[C:22]([CH:23]=2)=[CH:21][CH:20]=[CH:19][CH:18]=3)=[CH:5][C:6]2[C:14]=1[NH:13][C:12]1[C:7]=2[CH2:8][CH2:9][C:10]([CH3:16])([CH3:15])[CH:11]=1.I[C:25]1[CH:30]=[CH:29][CH:28]=[CH:27][CH:26]=1.P([O-])([O-])([O-])=O.[K+].[K+].[K+].[C@@H]1(N)CCCC[C@H]1N, predict the reaction product. The product is: [Br:1][C:2]1[C:3]2[C:4]([C:17]3[C:22]([CH:23]=2)=[CH:21][CH:20]=[CH:19][CH:18]=3)=[CH:5][C:6]2[C:14]=1[NH:13][C:12]1[C:7]=2[CH:8]([C:25]2[CH:30]=[CH:29][CH:28]=[CH:27][CH:26]=2)[CH2:9][C:10]([CH3:16])([CH3:15])[CH:11]=1. (3) Given the reactants Br[C:2]1[C:6](=[O:7])[O:5][CH2:4][C:3]=1[N:8]1[CH2:12][CH2:11][C:10]2([CH2:17][CH2:16][N:15]([C:18]([O:20][C:21]([CH3:24])([CH3:23])[CH3:22])=[O:19])[CH2:14][CH2:13]2)[C:9]1=[O:25].[B-](F)(F)(F)[CH:27]=[CH2:28].[K+].[O-]P([O-])([O-])=O.[K+].[K+].[K+], predict the reaction product. The product is: [O:25]=[C:9]1[C:10]2([CH2:17][CH2:16][N:15]([C:18]([O:20][C:21]([CH3:24])([CH3:23])[CH3:22])=[O:19])[CH2:14][CH2:13]2)[CH2:11][CH2:12][N:8]1[C:3]1[CH2:4][O:5][C:6](=[O:7])[C:2]=1[CH:27]=[CH2:28]. (4) Given the reactants C[O:2][C:3](=[O:21])[CH2:4][CH2:5][C:6]1[CH:11]=[CH:10][C:9]([O:12][CH2:13][C:14]([O:16][C:17]([CH3:20])([CH3:19])[CH3:18])=[O:15])=[CH:8][CH:7]=1.[OH-].[Li+].Cl.CCOC(C)=O, predict the reaction product. The product is: [C:17]([O:16][C:14]([CH2:13][O:12][C:9]1[CH:8]=[CH:7][C:6]([CH2:5][CH2:4][C:3]([OH:21])=[O:2])=[CH:11][CH:10]=1)=[O:15])([CH3:20])([CH3:18])[CH3:19].